Predict the reactants needed to synthesize the given product. From a dataset of Full USPTO retrosynthesis dataset with 1.9M reactions from patents (1976-2016). (1) Given the product [ClH:29].[Cl:29][C:19]1[C:18]2[C:23](=[CH:24][C:15]([S:12]([N:8]3[CH2:9][CH2:10][CH2:11][C@@H:7]3[C:6]([OH:30])=[O:5])(=[O:14])=[O:13])=[CH:16][CH:17]=2)[C:22]([NH:25][C:26]([NH2:28])=[NH:27])=[N:21][CH:20]=1, predict the reactants needed to synthesize it. The reactants are: C([O:5][C:6](=[O:30])[C@H:7]1[CH2:11][CH2:10][CH2:9][N:8]1[S:12]([C:15]1[CH:24]=[C:23]2[C:18]([C:19]([Cl:29])=[CH:20][N:21]=[C:22]2[NH:25][C:26]([NH2:28])=[NH:27])=[CH:17][CH:16]=1)(=[O:14])=[O:13])(C)(C)C. (2) Given the product [Cl:1][C:2]1[CH:12]=[C:11]([F:13])[CH:10]=[CH:9][C:3]=1[C:4]([NH:6][C:7]([NH:26][C:16]1[CH:17]=[CH:18][C:19]([C:21]2[NH:25][N:24]=[N:23][N:22]=2)=[CH:20][C:15]=1[Cl:14])=[O:8])=[O:5], predict the reactants needed to synthesize it. The reactants are: [Cl:1][C:2]1[CH:12]=[C:11]([F:13])[CH:10]=[CH:9][C:3]=1[C:4]([N:6]=[C:7]=[O:8])=[O:5].[Cl:14][C:15]1[CH:20]=[C:19]([C:21]2[NH:25][N:24]=[N:23][N:22]=2)[CH:18]=[CH:17][C:16]=1[NH2:26]. (3) The reactants are: [C:1]([O:5][C:6]([N:8]1[CH2:13][CH2:12][CH:11]([CH:14]([OH:24])[CH2:15][C:16]2[C:21](Br)=[CH:20][N:19]=[C:18]([Cl:23])[CH:17]=2)[CH2:10][CH2:9]1)=[O:7])([CH3:4])([CH3:3])[CH3:2].C(P(C(C)(C)C)C1C=CC2C(=CC=CC=2)C=1C1C2C(=CC=CC=2)C=CC=1)(C)(C)C.C(=O)([O-])[O-].[Cs+].[Cs+].C1(C)C=CC=CC=1. Given the product [C:1]([O:5][C:6]([N:8]1[CH2:13][CH2:12][CH:11]([CH:14]2[O:24][C:21]3=[CH:20][N:19]=[C:18]([Cl:23])[CH:17]=[C:16]3[CH2:15]2)[CH2:10][CH2:9]1)=[O:7])([CH3:4])([CH3:3])[CH3:2], predict the reactants needed to synthesize it. (4) Given the product [CH:25]1([P:18]([CH:19]2[CH2:20][CH2:21][CH2:22][CH2:23][CH2:24]2)[C:7]2[CH2:8][C:9]3[C:14]([CH:15]=2)=[CH:13][CH:12]=[CH:11][CH:10]=3)[CH2:26][CH2:27][CH2:28][CH2:29][CH2:30]1, predict the reactants needed to synthesize it. The reactants are: FC(F)(F)S(O[C:7]1[CH2:8][C:9]2[C:14]([CH:15]=1)=[CH:13][CH:12]=[CH:11][CH:10]=2)(=O)=O.[PH:18]([C:25]1[CH:30]=[CH:29][CH:28]=[CH:27][CH:26]=1)[C:19]1[CH:24]=[CH:23][CH:22]=[CH:21][CH:20]=1.P(C1CCCCC1)C1CCCCC1.CCN(CC)CC. (5) The reactants are: [C:1]([N:5]1[CH2:10][CH2:9][CH:8]([C:11]([O:13][CH2:14][CH3:15])=[O:12])[C:7](=[O:16])[CH2:6]1)([CH3:4])([CH3:3])[CH3:2].C(N(C(C)C)CC)(C)C.[S:26](O[S:26]([C:29]([F:32])([F:31])[F:30])(=[O:28])=[O:27])([C:29]([F:32])([F:31])[F:30])(=[O:28])=[O:27]. Given the product [C:1]([N:5]1[CH2:6][C:7]([O:16][S:26]([C:29]([F:32])([F:31])[F:30])(=[O:28])=[O:27])=[C:8]([C:11]([O:13][CH2:14][CH3:15])=[O:12])[CH2:9][CH2:10]1)([CH3:4])([CH3:3])[CH3:2], predict the reactants needed to synthesize it. (6) Given the product [CH2:1]([N:8]1[CH2:12][CH:11]([N:13]([CH2:15][C:16]2[CH:21]=[CH:20][CH:19]=[C:18]([Br:22])[CH:17]=2)[CH3:14])[CH2:10][CH:9]1[C:23]([N:43]1[CH2:42][CH2:41][N:40]([C:46]2[CH:53]=[CH:52][CH:51]=[CH:50][C:47]=2[C:48]#[N:49])[CH2:45][CH2:44]1)=[O:25])[C:2]1[CH:7]=[CH:6][CH:5]=[CH:4][CH:3]=1, predict the reactants needed to synthesize it. The reactants are: [CH2:1]([N:8]1[CH2:12][CH:11]([N:13]([CH2:15][C:16]2[CH:21]=[CH:20][CH:19]=[C:18]([Br:22])[CH:17]=2)[CH3:14])[CH2:10][CH:9]1[C:23]([OH:25])=O)[C:2]1[CH:7]=[CH:6][CH:5]=[CH:4][CH:3]=1.C(Cl)CCl.C1C=CC2N(O)N=NC=2C=1.[N:40]1([C:46]2[CH:53]=[CH:52][CH:51]=[CH:50][C:47]=2[C:48]#[N:49])[CH2:45][CH2:44][NH:43][CH2:42][CH2:41]1.CCN(CC)CC.